Task: Predict the product of the given reaction.. Dataset: Forward reaction prediction with 1.9M reactions from USPTO patents (1976-2016) (1) The product is: [Br:12][C:5]1[CH:6]=[CH:7][CH:8]=[C:9]2[C:4]=1[N:3]=[C:2]([C:21]1[C:22]3[C:17](=[CH:16][CH:15]=[CH:14][CH:13]=3)[CH:18]=[CH:19][CH:20]=1)[CH:11]=[CH:10]2. Given the reactants Br[C:2]1[CH:11]=[CH:10][C:9]2[C:4](=[C:5]([Br:12])[CH:6]=[CH:7][CH:8]=2)[N:3]=1.[C:13]1(B(O)O)[C:22]2[C:17](=[CH:18][CH:19]=[CH:20][CH:21]=2)[CH:16]=[CH:15][CH:14]=1.C([O-])([O-])=O.[K+].[K+].CC1C=CC=CC=1P(C1C=CC=CC=1C)C1C=CC=CC=1C, predict the reaction product. (2) Given the reactants [NH2:1][C:2]1[C:7]([C:8]([O:10]C)=[O:9])=[C:6]([OH:12])[C:5]([Br:13])=[CH:4][CH:3]=1.O.[OH-].[Li+].O, predict the reaction product. The product is: [NH2:1][C:2]1[C:7]([C:8]([OH:10])=[O:9])=[C:6]([OH:12])[C:5]([Br:13])=[CH:4][CH:3]=1.